From a dataset of Retrosynthesis with 50K atom-mapped reactions and 10 reaction types from USPTO. Predict the reactants needed to synthesize the given product. Given the product CC(C)(C)CC1(O)CCN(C(=O)OC(C)(C)C)C1, predict the reactants needed to synthesize it. The reactants are: CC(C)(C)C[Mg+].CC(C)(C)OC(=O)N1CCC(=O)C1.